This data is from Full USPTO retrosynthesis dataset with 1.9M reactions from patents (1976-2016). The task is: Predict the reactants needed to synthesize the given product. (1) Given the product [Br:1][C:2]1[CH:3]=[C:4]([SH:12])[C:5](=[CH:10][CH:11]=1)[C:6]([OH:8])=[O:7], predict the reactants needed to synthesize it. The reactants are: [Br:1][C:2]1[CH:11]=[CH:10][C:5]([C:6]([O:8]C)=[O:7])=[C:4]([S:12]C(N(C)C)=O)[CH:3]=1.[OH-].[Na+].Cl. (2) Given the product [C:31]([C:30]1[CH:33]=[CH:34][CH:35]=[CH:36][C:29]=1[CH2:38][N:21]1[CH2:22][CH:23]2[O:25][CH:19]([CH2:18][N:17]([CH2:16][CH2:15][N:10]([CH2:9][CH2:8][O:7][C:6]3[CH:5]=[CH:4][C:3]([C:1]#[N:2])=[CH:27][CH:26]=3)[S:11]([CH3:14])(=[O:13])=[O:12])[CH2:24]2)[CH2:20]1)#[N:32], predict the reactants needed to synthesize it. The reactants are: [C:1]([C:3]1[CH:27]=[CH:26][C:6]([O:7][CH2:8][CH2:9][N:10]([CH2:15][CH2:16][N:17]2[CH2:24][CH:23]3[O:25][CH:19]([CH2:20][NH:21][CH2:22]3)[CH2:18]2)[S:11]([CH3:14])(=[O:13])=[O:12])=[CH:5][CH:4]=1)#[N:2].Br[C:29]1[C:36](C)=[CH:35][CH:34]=[CH:33][C:30]=1[C:31]#[N:32].[C:38](=O)([O-])[O-].[K+].[K+]. (3) Given the product [C:11]([C:9]1[C:8]([OH:15])=[C:4]([C:3]([CH3:16])=[C:2]([I:1])[CH:10]=1)[C:5]([NH:20][C:19]1[CH:21]=[CH:22][C:23]([S:25]([C:28]([F:31])([F:29])[F:30])(=[O:27])=[O:26])=[CH:24][C:18]=1[Cl:17])=[O:7])([CH3:14])([CH3:13])[CH3:12], predict the reactants needed to synthesize it. The reactants are: [I:1][C:2]1[C:3]([CH3:16])=[C:4]([C:8]([OH:15])=[C:9]([C:11]([CH3:14])([CH3:13])[CH3:12])[CH:10]=1)[C:5]([OH:7])=O.[Cl:17][C:18]1[CH:24]=[C:23]([S:25]([C:28]([F:31])([F:30])[F:29])(=[O:27])=[O:26])[CH:22]=[CH:21][C:19]=1[NH2:20]. (4) Given the product [N:7]1([CH2:23][CH:24]2[CH2:28][O:27][C:26](=[O:29])[NH:25]2)[CH2:11][CH2:10][CH2:9][CH2:8]1, predict the reactants needed to synthesize it. The reactants are: C(=O)([O-])[O-].[K+].[K+].[NH:7]1[CH2:11][CH2:10][CH2:9][CH2:8]1.CC1C=CC(S(O[CH2:23][CH:24]2[CH2:28][O:27][C:26](=[O:29])[NH:25]2)(=O)=O)=CC=1. (5) Given the product [C:1]([O:5][C:6](=[O:34])[NH:7][C@@H:8]([CH2:24][C:25]1[C:33]2[C:28](=[CH:29][CH:30]=[CH:31][CH:32]=2)[NH:27][CH:26]=1)[CH2:9][O:10][C:11]1[CH:12]=[N:13][CH:14]=[C:15]([C:17]2[CH:22]=[CH:21][CH:20]=[C:19]([NH:23][C:36]3[CH:41]=[CH:40][N:39]=[C:38]([NH2:42])[N:37]=3)[CH:18]=2)[CH:16]=1)([CH3:4])([CH3:2])[CH3:3], predict the reactants needed to synthesize it. The reactants are: [C:1]([O:5][C:6](=[O:34])[NH:7][C@@H:8]([CH2:24][C:25]1[C:33]2[C:28](=[CH:29][CH:30]=[CH:31][CH:32]=2)[NH:27][CH:26]=1)[CH2:9][O:10][C:11]1[CH:12]=[N:13][CH:14]=[C:15]([C:17]2[CH:22]=[CH:21][CH:20]=[C:19]([NH2:23])[CH:18]=2)[CH:16]=1)([CH3:4])([CH3:3])[CH3:2].Cl[C:36]1[CH:41]=[CH:40][N:39]=[C:38]([NH2:42])[N:37]=1. (6) The reactants are: Cl[C:2]1[N:3]=[C:4]([N:15]2[CH2:20][CH2:19][O:18][CH2:17][CH2:16]2)[C:5]2[O:10][C:9]3[CH:11]=[CH:12][CH:13]=[CH:14][C:8]=3[C:6]=2[N:7]=1.[OH:21][C:22]1[CH:23]=[C:24](B2OC(C)(C)C(C)(C)O2)[CH:25]=[CH:26][CH:27]=1. Given the product [O:18]1[CH2:19][CH2:20][N:15]([C:4]2[C:5]3[O:10][C:9]4[CH:11]=[CH:12][CH:13]=[CH:14][C:8]=4[C:6]=3[N:7]=[C:2]([C:26]3[CH:27]=[C:22]([OH:21])[CH:23]=[CH:24][CH:25]=3)[N:3]=2)[CH2:16][CH2:17]1, predict the reactants needed to synthesize it. (7) The reactants are: [C:1]([C:4]1[C:12]2[S:11][C:10](=[O:13])[NH:9][C:8]=2[C:7]([O:14]C)=[CH:6][CH:5]=1)(=[O:3])[CH3:2].Cl.N1C=CC=CC=1. Given the product [C:1]([C:4]1[C:12]2[S:11][C:10](=[O:13])[NH:9][C:8]=2[C:7]([OH:14])=[CH:6][CH:5]=1)(=[O:3])[CH3:2], predict the reactants needed to synthesize it. (8) Given the product [Br:1][C:2]1[CH:7]=[CH:6][C:5]([CH2:8][Br:13])=[C:4]([C:9]([F:10])([F:11])[F:12])[CH:3]=1, predict the reactants needed to synthesize it. The reactants are: [Br:1][C:2]1[CH:7]=[CH:6][C:5]([CH3:8])=[C:4]([C:9]([F:12])([F:11])[F:10])[CH:3]=1.[Br:13]N1C(=O)CCC1=O.C(OOC(=O)C1C=CC=CC=1)(=O)C1C=CC=CC=1. (9) Given the product [CH:1]([N:4]1[CH:8]=[C:7]([OH:12])[CH:6]=[N:5]1)([CH3:3])[CH3:2], predict the reactants needed to synthesize it. The reactants are: [CH:1]([N:4]1[CH:8]=[C:7](B(O)O)[CH:6]=[N:5]1)([CH3:3])[CH3:2].[OH-:12].[Na+].OO.Cl. (10) Given the product [CH2:8]([C:6]1[C:5]([N+:10]([O-:12])=[O:11])=[CH:4][N:3]=[C:2]([S:14]([CH3:13])(=[O:16])=[O:15])[CH:7]=1)[CH3:9], predict the reactants needed to synthesize it. The reactants are: Br[C:2]1[CH:7]=[C:6]([CH2:8][CH3:9])[C:5]([N+:10]([O-:12])=[O:11])=[CH:4][N:3]=1.[CH3:13][S:14]([O-:16])=[O:15].[Na+].